Predict the reactants needed to synthesize the given product. From a dataset of Full USPTO retrosynthesis dataset with 1.9M reactions from patents (1976-2016). Given the product [C:14]([CH2:13][C@@H:12]([NH:11][C@@H:8]([C:5]1[C:4]([F:18])=[C:3]([C:19]([C:21]2[CH:22]=[CH:23][C:24]([C:27]([NH2:28])=[O:30])=[CH:25][CH:26]=2)=[O:20])[C:2]([Cl:1])=[CH:7][CH:6]=1)[CH2:9][CH3:10])[CH3:17])(=[O:15])[NH2:16], predict the reactants needed to synthesize it. The reactants are: [Cl:1][C:2]1[CH:7]=[CH:6][C:5]([C@H:8]([NH:11][C@@H:12]([CH3:17])[CH2:13][C:14]([NH2:16])=[O:15])[CH2:9][CH3:10])=[C:4]([F:18])[C:3]=1[C:19]([C:21]1[CH:26]=[CH:25][C:24]([C:27]#[N:28])=[CH:23][CH:22]=1)=[O:20].C([O-])([O-])=[O:30].[K+].[K+].